From a dataset of Reaction yield outcomes from USPTO patents with 853,638 reactions. Predict the reaction yield, written as a fraction of the theoretical maximum amount of product (1.0 means a 100% yield; for example, 0.34 means a 34% yield). (1) The reactants are [O:1]1[CH2:5][CH2:4][O:3][CH:2]1[CH2:6][CH2:7][CH2:8][CH2:9][CH2:10][CH2:11][CH2:12][CH2:13][O:14][C:15]1[CH:16]=[C:17]([C:21]([C:23]2[CH:28]=[CH:27][CH:26]=[CH:25][CH:24]=2)=[O:22])[CH:18]=[CH:19][CH:20]=1.[BH4-].[Na+]. The catalyst is C(O)C. The product is [O:1]1[CH2:5][CH2:4][O:3][CH:2]1[CH2:6][CH2:7][CH2:8][CH2:9][CH2:10][CH2:11][CH2:12][CH2:13][O:14][C:15]1[CH:16]=[C:17]([CH:21]([C:23]2[CH:28]=[CH:27][CH:26]=[CH:25][CH:24]=2)[OH:22])[CH:18]=[CH:19][CH:20]=1. The yield is 0.910. (2) The reactants are [CH3:1][C:2]1[CH:7]=[CH:6][C:5]([S:8]([O:11][C:12]2[CH:17]=[CH:16][C:15]([CH2:18][CH2:19][CH3:20])=[CH:14][C:13]=2[OH:21])(=[O:10])=[O:9])=[CH:4][CH:3]=1.C([O-])([O-])=O.[K+].[K+].[Na+].[I-].[CH2:30](Br)[C:31]1[CH:36]=[CH:35][CH:34]=[CH:33][CH:32]=1. The catalyst is CC(C)=O. The product is [CH3:1][C:2]1[CH:7]=[CH:6][C:5]([S:8]([O:11][C:12]2[CH:17]=[CH:16][C:15]([CH2:18][CH2:19][CH3:20])=[CH:14][C:13]=2[O:21][CH2:30][C:31]2[CH:36]=[CH:35][CH:34]=[CH:33][CH:32]=2)(=[O:10])=[O:9])=[CH:4][CH:3]=1. The yield is 0.640. (3) The reactants are C1(C2C=CC=CC=2)C=CC(C2C=COC=2)=CC=1.Br[C:19]1[CH:24]=[CH:23][N:22]=[CH:21][CH:20]=1.[Br:25][C:26]1[CH:31]=[CH:30][C:29](B(O)O)=[CH:28][CH:27]=1. No catalyst specified. The product is [Br:25][C:26]1[CH:31]=[CH:30][C:29]([C:19]2[CH:24]=[CH:23][N:22]=[CH:21][CH:20]=2)=[CH:28][CH:27]=1. The yield is 1.00. (4) The reactants are [F:1][C:2]1[CH:24]=[CH:23][C:5]([CH2:6][NH:7][C:8]([C:10]2[C:11](=[O:22])[C:12]([O:20][CH3:21])=[C:13]([C:16]([O:18]C)=[O:17])[NH:14][CH:15]=2)=[O:9])=[CH:4][CH:3]=1.[OH-].[Na+].Cl. The catalyst is CO. The product is [CH2:6]([O:22][C:11]1[C:10]([C:8](=[O:9])[NH:7][CH2:6][C:5]2[CH:23]=[CH:24][C:2]([F:1])=[CH:3][CH:4]=2)=[CH:15][N:14]=[C:13]([C:16]([OH:18])=[O:17])[C:12]=1[O:20][CH3:21])[C:5]1[CH:23]=[CH:24][CH:2]=[CH:3][CH:4]=1. The yield is 0.540. (5) The reactants are C(NC(C)C)(C)C.[Li][CH2:9][CH2:10][CH2:11][CH3:12].[Cl:13][C:14]1[CH:15]=[C:16]([C:24]2[O:28][N:27]=[C:26]([C:29]3[C:30](C)=[C:31]([CH:34]=[CH:35][CH:36]=3)[C:32]#[N:33])[N:25]=2)[CH:17]=[CH:18][C:19]=1[O:20][CH:21]([CH3:23])[CH3:22].C(Br)C=C.Cl.CCCC(C)C. The yield is 0.592. The product is [CH2:9]([C:30]1[C:29]([C:26]2[N:25]=[C:24]([C:16]3[CH:17]=[CH:18][C:19]([O:20][CH:21]([CH3:22])[CH3:23])=[C:14]([Cl:13])[CH:15]=3)[O:28][N:27]=2)=[CH:36][CH:35]=[CH:34][C:31]=1[C:32]#[N:33])[CH2:10][CH:11]=[CH2:12]. The catalyst is C1COCC1.C(Cl)Cl. (6) The reactants are [OH:1][C:2]1[CH:3]=[C:4]([CH2:8][CH2:9][C:10]([OH:12])=O)[CH:5]=[CH:6][CH:7]=1.CN1CCOCC1.C(OC(Cl)=O)C(C)C.[NH2:28][C:29]1[CH:38]=[CH:37][C:32]([C:33]([O:35][CH3:36])=[O:34])=[CH:31][CH:30]=1. The catalyst is C1COCC1. The product is [OH:1][C:2]1[CH:3]=[C:4]([CH2:8][CH2:9][C:10]([NH:28][C:29]2[CH:30]=[CH:31][C:32]([C:33]([O:35][CH3:36])=[O:34])=[CH:37][CH:38]=2)=[O:12])[CH:5]=[CH:6][CH:7]=1. The yield is 0.320.